From a dataset of Full USPTO retrosynthesis dataset with 1.9M reactions from patents (1976-2016). Predict the reactants needed to synthesize the given product. (1) Given the product [Br:20][C:17]1[CH:18]=[CH:19][C:14]([C:11]2[C:10]3[CH:21]=[CH:22][C:7]([O:6][CH2:5][CH2:4][CH2:3][CH2:2][N:27]([CH2:28][CH2:29][O:30][CH3:31])[CH2:26][CH2:25][O:24][CH3:23])=[CH:8][C:9]=3[S:13][N:12]=2)=[CH:15][CH:16]=1, predict the reactants needed to synthesize it. The reactants are: Br[CH2:2][CH2:3][CH2:4][CH2:5][O:6][C:7]1[CH:22]=[CH:21][C:10]2[C:11]([C:14]3[CH:19]=[CH:18][C:17]([Br:20])=[CH:16][CH:15]=3)=[N:12][S:13][C:9]=2[CH:8]=1.[CH3:23][O:24][CH2:25][CH2:26][NH:27][CH2:28][CH2:29][O:30][CH3:31]. (2) Given the product [CH3:1][C:2]1([CH3:35])[C:11]2[CH:10]=[C:9]([C:12]([C:14]3[CH:15]=[C:16]4[C:21](=[CH:22][CH:23]=3)[CH:20]=[C:19]([C:24]([OH:26])=[O:25])[CH:18]=[CH:17]4)=[O:13])[CH:8]=[CH:7][C:6]=2[C:5]([C:28]2[CH:29]=[CH:30][C:31]([CH3:34])=[CH:32][CH:33]=2)=[CH:4][CH2:3]1, predict the reactants needed to synthesize it. The reactants are: [CH3:1][C:2]1([CH3:35])[C:11]2[CH:10]=[C:9]([C:12]([C:14]3[CH:15]=[C:16]4[C:21](=[CH:22][CH:23]=3)[CH:20]=[C:19]([C:24]([O:26]C)=[O:25])[CH:18]=[CH:17]4)=[O:13])[CH:8]=[CH:7][C:6]=2[C:5]([C:28]2[CH:33]=[CH:32][C:31]([CH3:34])=[CH:30][CH:29]=2)=[CH:4][CH2:3]1.O.[OH-].[Li+].